From a dataset of Full USPTO retrosynthesis dataset with 1.9M reactions from patents (1976-2016). Predict the reactants needed to synthesize the given product. (1) Given the product [CH3:1][O:2][C:3]1[N:4]=[CH:5][C:6]2[C:9]([CH:10]=1)=[CH:11][CH:12]=[N:17][CH:7]=2, predict the reactants needed to synthesize it. The reactants are: [CH3:1][O:2][C:3]1[CH:10]=[C:9]([C:11]#[C:12][Si](C)(C)C)[C:6]([CH:7]=O)=[CH:5][N:4]=1.[NH3:17]. (2) Given the product [C:20]([C:17]1[S:16][C:15]([NH:14][C:6](=[O:7])[C:5]2[CH:9]=[CH:10][C:2]([Cl:1])=[C:3]([N+:11]([O-:13])=[O:12])[CH:4]=2)=[N:19][CH:18]=1)([CH3:23])([CH3:22])[CH3:21], predict the reactants needed to synthesize it. The reactants are: [Cl:1][C:2]1[CH:10]=[CH:9][C:5]([C:6](Cl)=[O:7])=[CH:4][C:3]=1[N+:11]([O-:13])=[O:12].[NH2:14][C:15]1[S:16][C:17]([C:20]([CH3:23])([CH3:22])[CH3:21])=[CH:18][N:19]=1. (3) Given the product [NH2:45][C:38]1[C:39]2[C:44](=[CH:43][CH:42]=[CH:41][CH:40]=2)[C:35]([O:34][C:32]2[CH:31]=[CH:30][N:29]=[C:28]([NH:27][C:12]3[CH:13]=[C:14]([O:16][CH2:17][CH2:18][O:19][CH2:20][CH2:21][O:22][CH2:23][CH2:24][O:25][CH3:26])[CH:15]=[C:10]([O:9][CH3:8])[CH:11]=3)[N:33]=2)=[CH:36][CH:37]=1, predict the reactants needed to synthesize it. The reactants are: C(O)(C(F)(F)F)=O.[CH3:8][O:9][C:10]1[CH:11]=[C:12]([NH:27][C:28]2[N:33]=[C:32]([O:34][C:35]3[C:44]4[C:39](=[CH:40][CH:41]=[CH:42][CH:43]=4)[C:38]([NH:45]C(=O)OC(C)(C)C)=[CH:37][CH:36]=3)[CH:31]=[CH:30][N:29]=2)[CH:13]=[C:14]([O:16][CH2:17][CH2:18][O:19][CH2:20][CH2:21][O:22][CH2:23][CH2:24][O:25][CH3:26])[CH:15]=1.O.C([O-])([O-])=O.[K+].[K+]. (4) Given the product [CH3:34][O:35][C:36]([C:38]1[CH:47]=[C:46]([OH:48])[C:45]2[C:40](=[C:41]([OH:57])[CH:42]=[C:43]([C:49]3[CH:54]=[CH:53][C:52]([O:55][CH3:56])=[CH:51][CH:50]=3)[CH:44]=2)[N:39]=1)=[O:37], predict the reactants needed to synthesize it. The reactants are: COC(C1C=C(NS(C2C=CC(C)=CC=2)(=O)=O)C2C(=C(OCC3C=CC=CC=3)C=CC=2)N=1)=O.[CH3:34][O:35][C:36]([C:38]1[CH:47]=[C:46]([OH:48])[C:45]2[C:40](=[C:41]([O:57]CC3C=CC=CC=3)[CH:42]=[C:43]([C:49]3[CH:54]=[CH:53][C:52]([O:55][CH3:56])=[CH:51][CH:50]=3)[CH:44]=2)[N:39]=1)=[O:37]. (5) Given the product [CH2:1]([O:9][C:10]1[CH:16]=[CH:15][C:13]2[N:14]=[C:18]([NH2:19])[S:17][C:12]=2[CH:11]=1)[CH2:2][CH2:3][CH2:4][CH2:5][CH2:6][CH2:7][CH3:8], predict the reactants needed to synthesize it. The reactants are: [CH2:1]([O:9][C:10]1[CH:16]=[CH:15][C:13]([NH2:14])=[CH:12][CH:11]=1)[CH2:2][CH2:3][CH2:4][CH2:5][CH2:6][CH2:7][CH3:8].[S-:17][C:18]#[N:19].[K+].Br(O)(=O)=O. (6) Given the product [CH3:15][O:16][C:17]1[N:22]=[C:21]([NH:23][CH2:27][C:26]2[CH:29]=[CH:30][CH:31]=[CH:32][C:25]=2[OH:24])[CH:20]=[CH:19][CH:18]=1, predict the reactants needed to synthesize it. The reactants are: C(O[BH-](OC(=O)C)OC(=O)C)(=O)C.[Na+].[CH3:15][O:16][C:17]1[N:22]=[C:21]([NH2:23])[CH:20]=[CH:19][CH:18]=1.[OH:24][C:25]1[CH:32]=[CH:31][CH:30]=[CH:29][C:26]=1[CH:27]=O.